This data is from Full USPTO retrosynthesis dataset with 1.9M reactions from patents (1976-2016). The task is: Predict the reactants needed to synthesize the given product. (1) Given the product [CH2:1]([C:4]1[C:5]([CH2:18][C:19]([O:21][CH3:22])=[O:20])=[C:6]([C:12]2[CH:13]=[CH:14][CH:15]=[CH:16][CH:17]=2)[C:7]([OH:11])=[CH:8][C:9]=1[O:10][C:30]([O:31][CH3:32])=[O:33])[CH3:2], predict the reactants needed to synthesize it. The reactants are: [C:1]([C:4]1[C:9]([OH:10])=[CH:8][C:7]([OH:11])=[C:6]([C:12]2[CH:17]=[CH:16][CH:15]=[CH:14][CH:13]=2)[C:5]=1[CH2:18][C:19]([O:21][CH3:22])=[O:20])(=O)[CH3:2].C(N(CC)CC)C.[C:30](Cl)(=[O:33])[O:31][CH3:32].[BH4-].[Na+]. (2) Given the product [O:29]=[S:27]1(=[O:30])[CH2:26][C:25]2[CH:31]=[C:21]([NH:20][C:14](=[O:16])[C:13]([N:10]3[CH2:9][CH2:8][CH:7]([CH2:6][C:5]4[CH:4]=[CH:3][C:2]([F:1])=[CH:19][CH:18]=4)[CH2:12][CH2:11]3)=[O:17])[CH:22]=[CH:23][C:24]=2[NH:28]1, predict the reactants needed to synthesize it. The reactants are: [F:1][C:2]1[CH:19]=[CH:18][C:5]([CH2:6][CH:7]2[CH2:12][CH2:11][N:10]([C:13](=[O:17])[C:14]([OH:16])=O)[CH2:9][CH2:8]2)=[CH:4][CH:3]=1.[NH2:20][C:21]1[CH:22]=[CH:23][C:24]2[NH:28][S:27](=[O:30])(=[O:29])[CH2:26][C:25]=2[CH:31]=1. (3) The reactants are: Br[C:2]1[CH:3]=[CH:4][C:5](=[O:10])[N:6]([CH2:8][CH3:9])[CH:7]=1.[Cl:11][C:12]1[N:17]=[CH:16][C:15](B(O)O)=[CH:14][CH:13]=1.C([O-])([O-])=O.[Cs+].[Cs+]. Given the product [Cl:11][C:12]1[N:17]=[CH:16][C:15]([C:2]2[CH:3]=[CH:4][C:5](=[O:10])[N:6]([CH2:8][CH3:9])[CH:7]=2)=[CH:14][CH:13]=1, predict the reactants needed to synthesize it. (4) The reactants are: [CH3:1][NH:2][C@H:3]1[CH2:8][CH2:7][C@H:6]([NH2:9])[CH2:5][CH2:4]1.C(=O)C1C=CC=CC=1.[C:26](O[C:26]([O:28][C:29]([CH3:32])([CH3:31])[CH3:30])=[O:27])([O:28][C:29]([CH3:32])([CH3:31])[CH3:30])=[O:27]. Given the product [C:26]([N:2]([CH3:1])[C@H:3]1[CH2:8][CH2:7][C@H:6]([NH2:9])[CH2:5][CH2:4]1)([O:28][C:29]([CH3:30])([CH3:31])[CH3:32])=[O:27], predict the reactants needed to synthesize it. (5) The reactants are: C1C[O:4][CH2:3]C1.[C:6]([N:9]1[C:18]2[C:13](=[CH:14][C:15]([C:19]([NH:21][NH2:22])=[O:20])=[CH:16][CH:17]=2)[CH:12]([NH:23][C:24]2[CH:29]=[CH:28][C:27]([Cl:30])=[CH:26][CH:25]=2)[CH2:11][CH:10]1[CH3:31])(=[O:8])[CH3:7].C(N(CC)CC)C. Given the product [C:6]([N:9]1[C:18]2[C:13](=[CH:14][C:15]([C:19]3[O:20][C:3](=[O:4])[NH:22][N:21]=3)=[CH:16][CH:17]=2)[CH:12]([NH:23][C:24]2[CH:25]=[CH:26][C:27]([Cl:30])=[CH:28][CH:29]=2)[CH2:11][CH:10]1[CH3:31])(=[O:8])[CH3:7], predict the reactants needed to synthesize it. (6) The reactants are: Cl.Cl.Cl.[S:4]1[C:8]([C:9]2[CH:14]=[CH:13][N:12]=[C:11]([NH:15][CH2:16][CH2:17][CH2:18][N:19]3[CH2:24][CH2:23][N:22]([CH3:25])[CH2:21][CH2:20]3)[N:10]=2)=[CH:7][C:6]2[CH:26]=[CH:27][CH:28]=[CH:29][C:5]1=2.[Cl:30]C1N=C(C2SC3C(Cl)=CC=CC=3C=2)C=CN=1.NCCCN1CCN(C)CC1. Given the product [Cl:30][C:29]1[C:5]2[S:4][C:8]([C:9]3[CH:14]=[CH:13][N:12]=[C:11]([NH:15][CH2:16][CH2:17][CH2:18][N:19]4[CH2:20][CH2:21][N:22]([CH3:25])[CH2:23][CH2:24]4)[N:10]=3)=[CH:7][C:6]=2[CH:26]=[CH:27][CH:28]=1, predict the reactants needed to synthesize it.